Dataset: Reaction yield outcomes from USPTO patents with 853,638 reactions. Task: Predict the reaction yield, written as a fraction of the theoretical maximum amount of product (1.0 means a 100% yield; for example, 0.34 means a 34% yield). (1) The catalyst is O1CCOCC1. The product is [CH:10]1[C:11]2[CH:12]([CH2:14][O:15][C:16]([N:18]3[CH2:19][C@@H:20]([C:38](=[O:67])[NH:39][CH2:40][C:41]4([CH2:55][CH2:56][CH2:57][CH2:58][OH:59])[C:54]5[CH:53]=[CH:52][CH:51]=[CH:50][C:49]=5[O:48][C:47]5[C:42]4=[CH:43][CH:44]=[CH:45][CH:46]=5)[CH2:21][C@@H:22]([NH:24][S:25]([C:28]4[CH:33]=[CH:32][C:31]([O:34][CH3:35])=[C:30]([O:36][CH3:37])[CH:29]=4)(=[O:27])=[O:26])[CH2:23]3)=[O:17])[C:13]3[C:5](=[CH:4][CH:3]=[CH:2][CH:1]=3)[C:6]=2[CH:7]=[CH:8][CH:9]=1. The yield is 1.00. The reactants are [CH:1]1[C:13]2[CH:12]([CH2:14][O:15][C:16]([N:18]3[CH2:23][C@H:22]([NH:24][S:25]([C:28]4[CH:33]=[CH:32][C:31]([O:34][CH3:35])=[C:30]([O:36][CH3:37])[CH:29]=4)(=[O:27])=[O:26])[CH2:21][C@H:20]([C:38](=[O:67])[NH:39][CH2:40][C:41]4([CH2:55][CH2:56][CH2:57][CH2:58][O:59][Si](C(C)(C)C)(C)C)[C:54]5[CH:53]=[CH:52][CH:51]=[CH:50][C:49]=5[O:48][C:47]5[C:42]4=[CH:43][CH:44]=[CH:45][CH:46]=5)[CH2:19]3)=[O:17])[C:11]3[C:6](=[CH:7][CH:8]=[CH:9][CH:10]=3)[C:5]=2[CH:4]=[CH:3][CH:2]=1.Cl.C([O-])(O)=O.[Na+]. (2) The reactants are [Cl:1][C:2]1[C:10]([Si](C)(C)C)=[C:9]([Br:15])[C:5]([C:6]([OH:8])=[O:7])=[CH:4][N:3]=1.C([O-])([O-])=O.[K+].[K+].OS(O)(=O)=O. The catalyst is CO. The product is [Cl:1][C:2]1[CH:10]=[C:9]([Br:15])[C:5]([C:6]([OH:8])=[O:7])=[CH:4][N:3]=1. The yield is 0.750.